From a dataset of Reaction yield outcomes from USPTO patents with 853,638 reactions. Predict the reaction yield, written as a fraction of the theoretical maximum amount of product (1.0 means a 100% yield; for example, 0.34 means a 34% yield). (1) The reactants are Br[CH2:2][C:3]1[CH:4]=[C:5]([C:9]2[O:10][C:11]3[C:17]([C:18]([O:20][CH3:21])=[O:19])=[CH:16][CH:15]=[CH:14][C:12]=3[N:13]=2)[CH:6]=[CH:7][CH:8]=1.[NH:22]1[CH2:27][CH2:26][NH:25][CH2:24][CH2:23]1. The catalyst is C(O)C. The product is [N:22]1([CH2:2][C:3]2[CH:4]=[C:5]([C:9]3[O:10][C:11]4[C:17]([C:18]([O:20][CH3:21])=[O:19])=[CH:16][CH:15]=[CH:14][C:12]=4[N:13]=3)[CH:6]=[CH:7][CH:8]=2)[CH2:27][CH2:26][NH:25][CH2:24][CH2:23]1. The yield is 0.910. (2) The reactants are [Mg].Br[CH2:3][C:4]1[CH:9]=[CH:8][C:7]([CH3:10])=[C:6]([CH3:11])[CH:5]=1.[CH3:12][C:13]1[CH2:18][CH2:17][CH2:16][C:15]([CH3:20])([CH3:19])[C:14]=1[CH:21]=[O:22]. The catalyst is C(OCC)C. The product is [CH3:11][C:6]1[CH:5]=[C:4]([CH2:3][CH:21]([C:14]2[C:15]([CH3:20])([CH3:19])[CH2:16][CH2:17][CH2:18][C:13]=2[CH3:12])[OH:22])[CH:9]=[CH:8][C:7]=1[CH3:10]. The yield is 0.390. (3) The reactants are F.F.F.C(N(CC)CC)C.C(N(CC)CC)C.[Si]([O:35][CH2:36][C@H:37]1[O:41][C@@H:40]([N:42]2[CH:49]=[C:48]([CH3:50])[C:46](=[O:47])[NH:45][C:43]2=[O:44])[C@H:39]([O:51][CH2:52][CH2:53][O:54][N:55]([CH3:57])[CH3:56])[C@@H:38]1[OH:58])(C(C)(C)C)(C1C=CC=CC=1)C1C=CC=CC=1.CO. The catalyst is C1COCC1.C(Cl)Cl. The product is [CH3:56][N:55]([CH3:57])[O:54][CH2:53][CH2:52][O:51][C@@H:39]1[C@H:38]([OH:58])[C@@H:37]([CH2:36][OH:35])[O:41][C@H:40]1[N:42]1[CH:49]=[C:48]([CH3:50])[C:46](=[O:47])[NH:45][C:43]1=[O:44]. The yield is 0.925. (4) The reactants are [Br:1][C:2]1[C:9]([F:10])=[CH:8][C:5]([CH:6]=O)=[C:4]([F:11])[CH:3]=1.[CH3:12][C:13]([S@:16]([NH2:18])=[O:17])([CH3:15])[CH3:14]. The catalyst is S([O-])([O-])(=O)=O.[Cu+2].ClCCCl. The product is [Br:1][C:2]1[C:9]([F:10])=[CH:8][C:5](/[CH:6]=[N:18]/[S@@:16]([C:13]([CH3:15])([CH3:14])[CH3:12])=[O:17])=[C:4]([F:11])[CH:3]=1. The yield is 0.930. (5) The reactants are [NH2:1][CH2:2][CH:3]([CH2:7][CH:8]([CH3:10])[CH3:9])[C:4]([OH:6])=[O:5].OS(O)(=O)=O.[CH3:16][C:17]([CH3:19])=[CH2:18].[OH-].[Na+]. The catalyst is O1CCOCC1.CCOCC. The product is [NH2:1][CH2:2][CH:3]([CH2:7][CH:8]([CH3:10])[CH3:9])[C:4]([O:6][C:17]([CH3:19])([CH3:18])[CH3:16])=[O:5]. The yield is 0.500. (6) The reactants are [Cl:1][C:2]1[CH:3]=[C:4]([NH:8][C:9]2[N:14]=[CH:13][N:12]=[C:11]([C:15]3[CH:20]=[CH:19][N:18]=[C:17]([C:21](=[N:23][OH:24])[NH2:22])[CH:16]=3)[N:10]=2)[CH:5]=[CH:6][CH:7]=1.[CH3:25][O:26][CH2:27][C:28](Cl)=[O:29].C(=O)(O)[O-].[Na+]. The catalyst is CC(C)=O. The product is [Cl:1][C:2]1[CH:3]=[C:4]([NH:8][C:9]2[N:14]=[CH:13][N:12]=[C:11]([C:15]3[CH:20]=[CH:19][N:18]=[C:17]([C:21](=[N:23][O:24][C:28](=[O:29])[CH2:27][O:26][CH3:25])[NH2:22])[CH:16]=3)[N:10]=2)[CH:5]=[CH:6][CH:7]=1. The yield is 0.600. (7) The reactants are [Br:1][C:2]1[CH:3]=[C:4]([CH:17]=[CH:18][CH:19]=1)[NH:5][C:6]1[C:7]2[N:15]=[C:14](F)[CH:13]=[CH:12][C:8]=2[N:9]=[CH:10][N:11]=1.[CH3:20][O-:21].[Na+]. The catalyst is CO. The product is [Br:1][C:2]1[CH:3]=[C:4]([NH:5][C:6]2[C:7]3[N:15]=[C:14]([O:21][CH3:20])[CH:13]=[CH:12][C:8]=3[N:9]=[CH:10][N:11]=2)[CH:17]=[CH:18][CH:19]=1. The yield is 0.820.